From a dataset of Forward reaction prediction with 1.9M reactions from USPTO patents (1976-2016). Predict the product of the given reaction. (1) Given the reactants C([O-])([O-])=[O:2].[Na+].[Na+].OO.O.[CH3:10][O:11][CH:12]([O:22][CH3:23])[CH2:13][C:14]1[S:18][C:17]([CH3:19])=[N:16][C:15]=1[C:20]#[N:21], predict the reaction product. The product is: [CH3:23][O:22][CH:12]([O:11][CH3:10])[CH2:13][C:14]1[S:18][C:17]([CH3:19])=[N:16][C:15]=1[C:20]([NH2:21])=[O:2]. (2) The product is: [OH:8][CH2:9][CH2:10][N:11]([CH:42]1[CH2:43][CH2:44][O:45][CH2:46][CH2:47]1)[C:12]([C:14]1[C:19]([O:20][CH2:21][C:22]2[CH:23]=[CH:24][CH:25]=[CH:26][CH:27]=2)=[C:18]([OH:28])[N:17]=[C:16]([CH2:29][C:30]2([C:35]3[CH:40]=[CH:39][C:38]([Cl:41])=[CH:37][CH:36]=3)[CH2:31][CH2:32][CH2:33][CH2:34]2)[N:15]=1)=[O:13]. Given the reactants [Si]([O:8][CH2:9][CH2:10][N:11]([CH:42]1[CH2:47][CH2:46][O:45][CH2:44][CH2:43]1)[C:12]([C:14]1[C:19]([O:20][CH2:21][C:22]2[CH:27]=[CH:26][CH:25]=[CH:24][CH:23]=2)=[C:18]([OH:28])[N:17]=[C:16]([CH2:29][C:30]2([C:35]3[CH:40]=[CH:39][C:38]([Cl:41])=[CH:37][CH:36]=3)[CH2:34][CH2:33][CH2:32][CH2:31]2)[N:15]=1)=[O:13])(C(C)(C)C)(C)C.Cl.C(OCC)(=O)C.C([O-])(O)=O.[Na+], predict the reaction product. (3) The product is: [C:1]1([C:17]2[CH:22]=[CH:21][CH:20]=[CH:19][CH:18]=2)[CH:6]=[CH:5][CH:4]=[CH:3][C:2]=1[C:7]([N:9]1[CH2:10][CH:11]2[CH2:12][N:13]([C:24]3[S:25][C:26]4[CH:32]=[C:31]([F:33])[CH:30]=[CH:29][C:27]=4[N:28]=3)[CH2:14][CH:15]2[CH2:16]1)=[O:8]. Given the reactants [C:1]1([C:17]2[CH:22]=[CH:21][CH:20]=[CH:19][CH:18]=2)[CH:6]=[CH:5][CH:4]=[CH:3][C:2]=1[C:7]([N:9]1[CH2:16][CH:15]2[CH:11]([CH2:12][NH:13][CH2:14]2)[CH2:10]1)=[O:8].Cl[C:24]1[S:25][C:26]2[CH:32]=[C:31]([F:33])[CH:30]=[CH:29][C:27]=2[N:28]=1, predict the reaction product.